From a dataset of Forward reaction prediction with 1.9M reactions from USPTO patents (1976-2016). Predict the product of the given reaction. Given the reactants [S:1]1[C:5]2[CH:6]=[C:7]([C:10]([OH:12])=O)[CH:8]=[CH:9][C:4]=2[N:3]=[CH:2]1.[CH3:13][CH2:14]N(C(C)C)C(C)C.CN(C(ON1N=[N:37][C:32]2[CH:33]=[CH:34][CH:35]=[N:36][C:31]1=2)=[N+](C)C)C.F[P-](F)(F)(F)(F)F.[C:46]([OH:53])(=[O:52])/[CH:47]=[CH:48]/[C:49]([OH:51])=[O:50], predict the reaction product. The product is: [N:36]12[CH2:35][C@H:34]([CH2:13][CH2:14]1)[CH2:33][C@@H:32]([NH:37][C:10]([C:7]1[CH:8]=[CH:9][C:4]3[N:3]=[CH:2][S:1][C:5]=3[CH:6]=1)=[O:12])[CH2:31]2.[C:46]([O-:53])(=[O:52])/[CH:47]=[CH:48]/[C:49]([O-:51])=[O:50].